Dataset: Full USPTO retrosynthesis dataset with 1.9M reactions from patents (1976-2016). Task: Predict the reactants needed to synthesize the given product. Given the product [CH2:1]([O:8][C:9]1[C:10]([NH:17][NH2:18])=[N:11][CH:12]=[CH:13][CH:14]=1)[C:2]1[CH:7]=[CH:6][CH:5]=[CH:4][CH:3]=1, predict the reactants needed to synthesize it. The reactants are: [CH2:1]([O:8][C:9]1[C:10](Cl)=[N:11][CH:12]=[CH:13][CH:14]=1)[C:2]1[CH:7]=[CH:6][CH:5]=[CH:4][CH:3]=1.O.[NH2:17][NH2:18].C([O-])([O-])=O.[K+].[K+].